Dataset: Forward reaction prediction with 1.9M reactions from USPTO patents (1976-2016). Task: Predict the product of the given reaction. (1) The product is: [CH3:1][C:2]([CH3:18])([CH3:17])[CH2:3][O:4][C:5](=[O:16])[C:6]1[CH:11]=[CH:10][C:9]([C:12]([F:13])([F:14])[F:15])=[CH:8][C:7]=1[B:23]1[O:24][CH2:25][CH2:27][NH:35][CH2:20][CH2:19][O:22]1. Given the reactants [CH3:1][C:2]([CH3:18])([CH3:17])[CH2:3][O:4][C:5](=[O:16])[C:6]1[CH:11]=[CH:10][C:9]([C:12]([F:15])([F:14])[F:13])=[CH:8][CH:7]=1.[CH:19]([O:22][B:23](OC(C)C)[O:24][CH:25]([CH3:27])C)(C)[CH3:20].C([N-:35]C(C)C)(C)C.[Li+].Cl.N(CCO)CCO, predict the reaction product. (2) Given the reactants Cl[C:2]1[N:7]=[C:6]([NH:8][C:9]([C:11]2([C:14]3[CH:24]=[CH:23][C:17]4[O:18][C:19]([F:22])([F:21])[O:20][C:16]=4[CH:15]=3)[CH2:13][CH2:12]2)=[O:10])[CH:5]=[C:4]([CH3:25])[CH:3]=1.[CH3:26][O:27][C:28]1[CH:33]=[C:32](B2OC(C)(C)C(C)(C)O2)[CH:31]=[CH:30][N:29]=1.C(=O)([O-])[O-].[Na+].[Na+], predict the reaction product. The product is: [F:21][C:19]1([F:22])[O:18][C:17]2[CH:23]=[CH:24][C:14]([C:11]3([C:9]([NH:8][C:6]4[N:7]=[C:2]([C:32]5[CH:31]=[CH:30][N:29]=[C:28]([O:27][CH3:26])[CH:33]=5)[CH:3]=[C:4]([CH3:25])[CH:5]=4)=[O:10])[CH2:13][CH2:12]3)=[CH:15][C:16]=2[O:20]1.